Dataset: Forward reaction prediction with 1.9M reactions from USPTO patents (1976-2016). Task: Predict the product of the given reaction. Given the reactants Cl[C:2]1[C:3](=[O:15])[N:4](C2CCCCO2)[N:5]=[CH:6][C:7]=1Cl.[F:16][C:17]1[CH:22]=[CH:21][CH:20]=[C:19]([F:23])[C:18]=1[OH:24].C[O:26][C:27](=[O:37])[CH:28](Br)[CH2:29][CH:30]1[CH2:35][CH2:34][O:33][CH2:32][CH2:31]1, predict the reaction product. The product is: [F:16][C:17]1[CH:22]=[CH:21][CH:20]=[C:19]([F:23])[C:18]=1[O:24][C:7]1[CH:6]=[N:5][N:4]([CH:28]([CH2:29][CH:30]2[CH2:35][CH2:34][O:33][CH2:32][CH2:31]2)[C:27]([OH:26])=[O:37])[C:3](=[O:15])[CH:2]=1.